This data is from Reaction yield outcomes from USPTO patents with 853,638 reactions. The task is: Predict the reaction yield, written as a fraction of the theoretical maximum amount of product (1.0 means a 100% yield; for example, 0.34 means a 34% yield). (1) The reactants are [F:1][C:2]1[CH:3]=[C:4]([CH:15]=[CH:16][C:17]=1[F:18])[O:5][C:6]1[N:11]=[CH:10][C:9]([CH2:12][OH:13])=[CH:8][C:7]=1[F:14].C(N(CC)CC)C.[CH3:26][S:27](Cl)(=[O:29])=[O:28].O. The catalyst is ClCCl. The product is [CH3:26][S:27]([O:13][CH2:12][C:9]1[CH:10]=[N:11][C:6]([O:5][C:4]2[CH:15]=[CH:16][C:17]([F:18])=[C:2]([F:1])[CH:3]=2)=[C:7]([F:14])[CH:8]=1)(=[O:29])=[O:28]. The yield is 0.423. (2) The reactants are [NH2:1][C:2]1[N:7]=[CH:6][N:5]=[C:4]([NH:8][C:9]2[C:14]3=[CH:15][N:16]([C:18]4[C:25]([Cl:26])=[CH:24][C:21]([C:22]#[N:23])=[CH:20][C:19]=4[Cl:27])[N:17]=[C:13]3[C:12]([F:28])=[CH:11][N:10]=2)[CH:3]=1.Cl. No catalyst specified. The product is [ClH:26].[NH2:1][C:2]1[N:7]=[CH:6][N:5]=[C:4]([NH:8][C:9]2[C:14]3=[CH:15][N:16]([C:18]4[C:25]([Cl:26])=[CH:24][C:21]([C:22]#[N:23])=[CH:20][C:19]=4[Cl:27])[N:17]=[C:13]3[C:12]([F:28])=[CH:11][N:10]=2)[CH:3]=1. The yield is 0.960.